From a dataset of PAMPA (Parallel Artificial Membrane Permeability Assay) permeability data from NCATS. Regression/Classification. Given a drug SMILES string, predict its absorption, distribution, metabolism, or excretion properties. Task type varies by dataset: regression for continuous measurements (e.g., permeability, clearance, half-life) or binary classification for categorical outcomes (e.g., BBB penetration, CYP inhibition). Dataset: pampa_ncats. (1) The drug is C1COC2=C(O1)C=CC(=C2)S(=O)(=O)NC3=CC=C(C=C3)S(=O)(=O)NC4=CC=CC(=C4)C(F)(F)F. The result is 1 (high permeability). (2) The molecule is CC1=C(NC(=C1C(=O)C)C)C(=O)NC2=CC(=CC=C2)[S+](=O)(NC3=CN=CC=C3)[O-]. The result is 1 (high permeability). (3) The drug is CC(=O)C1=CC=CC(=C1)C2=CSC3=C2C(=NC=N3)SC4=NN=NN4C. The result is 1 (high permeability).